Dataset: Full USPTO retrosynthesis dataset with 1.9M reactions from patents (1976-2016). Task: Predict the reactants needed to synthesize the given product. (1) Given the product [NH2:1][C:2]1[N:3]=[CH:4][C:5]([C:18]2[CH:19]=[CH:20][C:21]([CH:22]=[O:24])=[C:25]([Cl:43])[CH:26]=2)=[N:6][C:7]=1[NH:8][CH2:9][C:10]1[C:15]([Cl:16])=[CH:14][CH:13]=[CH:12][C:11]=1[Cl:17], predict the reactants needed to synthesize it. The reactants are: [NH2:1][C:2]1[N:3]=[CH:4][C:5]([C:18]2[CH:26]=[CH:25][C:21]([C:22]([OH:24])=O)=[CH:20][CH:19]=2)=[N:6][C:7]=1[NH:8][CH2:9][C:10]1[C:15]([Cl:16])=[CH:14][CH:13]=[CH:12][C:11]=1[Cl:17].BrC1N=C(NCC2C([Cl:43])=CC=CC=2Cl)C(N)=NC=1.ClC1C=C(B(O)O)C=CC=1C=O. (2) The reactants are: [CH2:1]([O:3][C:4](=[O:22])[C:5]1[CH:10]=[CH:9][CH:8]=[C:7]([O:11][C:12]2[CH:17]=[CH:16][C:15]([Cl:18])=[CH:14][C:13]=2[N+:19]([O-])=O)[CH:6]=1)[CH3:2].Cl[Sn]Cl. Given the product [CH2:1]([O:3][C:4](=[O:22])[C:5]1[CH:10]=[CH:9][CH:8]=[C:7]([O:11][C:12]2[CH:17]=[CH:16][C:15]([Cl:18])=[CH:14][C:13]=2[NH2:19])[CH:6]=1)[CH3:2], predict the reactants needed to synthesize it. (3) Given the product [CH3:38][O:30][C:29](=[O:31])[CH2:28][N:22]1[C:23]([CH3:26])([CH3:27])[C:24](=[O:25])[N:20]([C:3]2[CH:4]=[C:5]([CH2:8][C:9]3[C:18]4[C:13](=[CH:14][CH:15]=[CH:16][CH:17]=4)[C:12](=[O:19])[NH:11][N:10]=3)[CH:6]=[CH:7][C:2]=2[F:1])[C:21]1=[O:32], predict the reactants needed to synthesize it. The reactants are: [F:1][C:2]1[CH:7]=[CH:6][C:5]([CH2:8][C:9]2[C:18]3[C:13](=[CH:14][CH:15]=[CH:16][CH:17]=3)[C:12](=[O:19])[NH:11][N:10]=2)=[CH:4][C:3]=1[N:20]1[C:24](=[O:25])[C:23]([CH3:27])([CH3:26])[N:22]([CH2:28][C:29]([OH:31])=[O:30])[C:21]1=[O:32].S(=O)(=O)(O)O.[CH3:38]O. (4) Given the product [CH2:18]([N:13]1[C:12]([C:30]2[CH:31]=[CH:32][CH:33]=[CH:34][C:29]=2[F:28])=[C:11]2[C:15]([CH2:16][CH2:17][NH:8][CH2:9][CH2:10]2)=[N:14]1)[CH3:19], predict the reactants needed to synthesize it. The reactants are: C(OC([N:8]1[CH2:17][CH2:16][C:15]2[C:11](=[C:12](OS(C(F)(F)F)(=O)=O)[N:13]([CH2:18][CH3:19])[N:14]=2)[CH2:10][CH2:9]1)=O)(C)(C)C.[F:28][C:29]1[CH:34]=[CH:33][CH:32]=[CH:31][C:30]=1B(O)O. (5) Given the product [C:1]([N:4]1[C:12]2[C:7](=[CH:8][C:9]([C:13](=[O:15])[CH2:14][Br:16])=[CH:10][CH:11]=2)[CH2:6][CH2:5]1)(=[O:3])[CH3:2], predict the reactants needed to synthesize it. The reactants are: [C:1]([N:4]1[C:12]2[C:7](=[CH:8][C:9]([C:13](=[O:15])[CH3:14])=[CH:10][CH:11]=2)[CH2:6][CH2:5]1)(=[O:3])[CH3:2].[Br-:16].[Br-].[Br-].[NH+]1C=CC=CC=1.[NH+]1C=CC=CC=1.[NH+]1C=CC=CC=1.